This data is from Reaction yield outcomes from USPTO patents with 853,638 reactions. The task is: Predict the reaction yield, written as a fraction of the theoretical maximum amount of product (1.0 means a 100% yield; for example, 0.34 means a 34% yield). (1) The product is [CH3:44][O:45][C:11]([C@H:6]1[C@@H:5]2[CH2:1][C@@H:2]([CH:3]=[CH:4]2)[C@H:7]1[C:8]([OH:10])=[O:9])=[O:12]. The catalyst is C(Cl)(Cl)(Cl)Cl. The yield is 0.940. The reactants are [CH2:1]1[C@@H:5]2[CH:6]3[C:11](=[O:12])[O:10][C:8](=[O:9])[CH:7]3[C@H:2]1[CH:3]=[CH:4]2.C1(C)C=CC=CC=1.COC1C=CC2N=CC=C([C@H](O)[C@@H]3N4C[C@H](C=C)C(CC4)C3)C=2C=1.[CH3:44][OH:45]. (2) The reactants are [Br:1][C:2]1[CH:6]=[N:5][N:4]([CH3:7])[C:3]=1[C:8]1[CH:9]=[C:10]([NH2:16])[CH:11]=[CH:12][C:13]=1[O:14][CH3:15].[Cl:17][C:18]1[CH:23]=[CH:22][C:21]([N:24]=[C:25]=[S:26])=[CH:20][CH:19]=1. The catalyst is C(Cl)Cl. The product is [Br:1][C:2]1[CH:6]=[N:5][N:4]([CH3:7])[C:3]=1[C:8]1[CH:9]=[C:10]([NH:16][C:25]([NH:24][C:21]2[CH:22]=[CH:23][C:18]([Cl:17])=[CH:19][CH:20]=2)=[S:26])[CH:11]=[CH:12][C:13]=1[O:14][CH3:15]. The yield is 0.800. (3) The reactants are S[C:2]1[CH:7]=[CH:6][CH:5]=[CH:4][N:3]=1.[S:8](=[O:12])(=O)(O)[OH:9].[Cl:13][O-].[Na+]. The catalyst is O. The product is [N:3]1[CH:4]=[CH:5][CH:6]=[CH:7][C:2]=1[S:8]([Cl:13])(=[O:12])=[O:9]. The yield is 0.770. (4) The reactants are [Cl:1][C:2]1[CH:3]=[C:4]([CH:19]=[CH:20][C:21]=1[O:22][CH:23]([CH3:25])[CH3:24])[C:5](OC1C(F)=C(F)C(F)=C(F)C=1F)=[O:6].[NH:26]([CH2:28][CH2:29][C:30]#[N:31])[NH2:27].[CH2:32]([O:39][C:40]1[CH:47]=[CH:46][C:43]([CH:44]=O)=[CH:42][CH:41]=1)[C:33]1[CH:38]=[CH:37][CH:36]=[CH:35][CH:34]=1.C([BH3-])#N.[Na+].O.C1(C)C=CC(S(O)(=O)=O)=CC=1. The catalyst is CO. The product is [Cl:1][C:2]1[CH:3]=[C:4]([CH:19]=[CH:20][C:21]=1[O:22][CH:23]([CH3:25])[CH3:24])[C:5]([NH:27][N:26]([CH2:28][CH2:29][C:30]#[N:31])[CH2:44][C:43]1[CH:46]=[CH:47][C:40]([O:39][CH2:32][C:33]2[CH:38]=[CH:37][CH:36]=[CH:35][CH:34]=2)=[CH:41][CH:42]=1)=[O:6]. The yield is 0.610. (5) The reactants are [F:1][C:2]1[CH:3]=[C:4]2[C:9](=[CH:10][CH:11]=1)[N:8]=[C:7]([O:12][CH3:13])[C:6]([NH:14][C:15](=[O:19])OCC)=[N:5]2.[CH3:20][O:21][C:22]1[CH:23]=[C:24]([N:30]2[CH2:35][CH2:34][NH:33][CH2:32][CH2:31]2)[CH:25]=[C:26]([O:28][CH3:29])[CH:27]=1. No catalyst specified. The product is [F:1][C:2]1[CH:3]=[C:4]2[C:9](=[CH:10][CH:11]=1)[N:8]=[C:7]([O:12][CH3:13])[C:6]([NH:14][C:15]([N:33]1[CH2:32][CH2:31][N:30]([C:24]3[CH:23]=[C:22]([O:21][CH3:20])[CH:27]=[C:26]([O:28][CH3:29])[CH:25]=3)[CH2:35][CH2:34]1)=[O:19])=[N:5]2. The yield is 0.720. (6) The reactants are [OH:1][C:2]1[CH:9]=[CH:8][C:7]([OH:10])=[CH:6][C:3]=1[CH:4]=O.C([O-])([O-])=O.[K+].[K+].[O:17]1[C:21]2[CH:22]=[CH:23][CH:24]=[CH:25][C:20]=2[CH:19]=[C:18]1[C:26](=[O:29])[CH2:27]Br. The catalyst is CC#N.C(Cl)Cl. The product is [O:17]1[C:21]2[CH:22]=[CH:23][CH:24]=[CH:25][C:20]=2[CH:19]=[C:18]1[C:26]([C:27]1[O:1][C:2]2[CH:9]=[CH:8][C:7]([OH:10])=[CH:6][C:3]=2[CH:4]=1)=[O:29]. The yield is 0.780. (7) The reactants are [CH3:1][C@@H:2]1[CH2:7][CH2:6][N:5]([C:8]([O:10][C:11]([CH3:14])([CH3:13])[CH3:12])=[O:9])[CH2:4][C@@H:3]1[C:15]1[N:19]2[C:20]3[CH:26]=[CH:25][N:24](S(C4C=CC(C)=CC=4)(=O)=O)[C:21]=3[N:22]=[CH:23][C:18]2=[CH:17][N:16]=1.[OH-].[Na+]. The catalyst is O1CCOCC1. The product is [C:15]1([C@@H:3]2[C@H:2]([CH3:1])[CH2:7][CH2:6][N:5]([C:8]([O:10][C:11]([CH3:12])([CH3:14])[CH3:13])=[O:9])[CH2:4]2)[N:19]2[C:20]3[CH:26]=[CH:25][NH:24][C:21]=3[N:22]=[CH:23][C:18]2=[CH:17][N:16]=1. The yield is 0.990. (8) The reactants are [CH3:1][C:2]([O:14][Si](C)(C)C)([CH3:13])[C:3]#[C:4][C:5]([C:7]1[CH:12]=[CH:11][N:10]=[CH:9][CH:8]=1)=[O:6].CC1C=CC(S(O)(=O)=O)=CC=1. The catalyst is C(Cl)Cl.O. The product is [OH:14][C:2]([CH3:13])([CH3:1])[C:3]#[C:4][C:5]([C:7]1[CH:8]=[CH:9][N:10]=[CH:11][CH:12]=1)=[O:6]. The yield is 0.690. (9) The reactants are [CH:1]1([O:6][CH2:7][CH2:8][O:9][C:10]2[CH:15]=[CH:14][C:13]([O:16]CC3C=CC=CC=3)=[CH:12][CH:11]=2)[CH2:5][CH2:4][CH2:3][CH2:2]1.C1(COCCOC2C=CC(O)=CC=2)CC1.C. No catalyst specified. The product is [CH:1]1([O:6][CH2:7][CH2:8][O:9][C:10]2[CH:11]=[CH:12][C:13]([OH:16])=[CH:14][CH:15]=2)[CH2:2][CH2:3][CH2:4][CH2:5]1. The yield is 1.00.